The task is: Predict the product of the given reaction.. This data is from Forward reaction prediction with 1.9M reactions from USPTO patents (1976-2016). (1) Given the reactants [NH2:1][CH2:2][CH2:3][NH:4][CH2:5][CH2:6][OH:7].[NH:8]1[C:16]2[C:11](=[CH:12][C:13]([NH:17][C:18]3[C:19]4[S:26][C:25]([C:27]5[CH:34]=[CH:33][C:30]([CH:31]=O)=[CH:29][CH:28]=5)=[CH:24][C:20]=4[N:21]=[CH:22][N:23]=3)=[CH:14][CH:15]=2)[CH:10]=[CH:9]1.Cl, predict the reaction product. The product is: [NH:8]1[C:16]2[C:11](=[CH:12][C:13]([NH:17][C:18]3[C:19]4[S:26][C:25]([C:27]5[CH:34]=[CH:33][C:30]([CH2:31][NH:1][CH2:2][CH2:3][NH:4][CH2:5][CH2:6][OH:7])=[CH:29][CH:28]=5)=[CH:24][C:20]=4[N:21]=[CH:22][N:23]=3)=[CH:14][CH:15]=2)[CH:10]=[CH:9]1. (2) Given the reactants CS(O[CH2:6][CH2:7][CH2:8][O:9][C:10]1[C:15]([CH3:16])=[CH:14][C:13]([C:17]2[N:21]=[C:20]([C:22]3[CH:27]=[C:26]([O:28][CH3:29])[N:25]=[C:24]([CH:30]4[CH2:34][CH2:33][CH2:32][CH2:31]4)[CH:23]=3)[O:19][N:18]=2)=[CH:12][C:11]=1[CH2:35][CH3:36])(=O)=O.[CH3:37][NH2:38], predict the reaction product. The product is: [CH:30]1([C:24]2[CH:23]=[C:22]([C:20]3[O:19][N:18]=[C:17]([C:13]4[CH:14]=[C:15]([CH3:16])[C:10]([O:9][CH2:8][CH2:7][CH2:6][NH:38][CH3:37])=[C:11]([CH2:35][CH3:36])[CH:12]=4)[N:21]=3)[CH:27]=[C:26]([O:28][CH3:29])[N:25]=2)[CH2:34][CH2:33][CH2:32][CH2:31]1. (3) Given the reactants Cl[C:2]1[N:7]=[C:6]2[NH:8][N:9]=[C:10]([C:11]3[CH:16]=[CH:15][N:14]=[C:13]([S:17][CH3:18])[N:12]=3)[C:5]2=[CH:4][N:3]=1.[N:19]1([CH2:25][CH2:26][NH2:27])[CH2:24][CH2:23][CH2:22][CH2:21][CH2:20]1.C(N(CC)CC)C, predict the reaction product. The product is: [CH3:18][S:17][C:13]1[N:12]=[C:11]([C:10]2[C:5]3[C:6](=[N:7][C:2]([NH:27][CH2:26][CH2:25][N:19]4[CH2:24][CH2:23][CH2:22][CH2:21][CH2:20]4)=[N:3][CH:4]=3)[NH:8][N:9]=2)[CH:16]=[CH:15][N:14]=1. (4) Given the reactants [CH2:1]([N:8]1[CH2:13][CH2:12][CH:11]([C:14]([NH:16][C:17]2[CH:22]=[CH:21][C:20]([CH2:23][NH:24][C:25]3[C:34]4[C:29](=[CH:30][CH:31]=[C:32]([CH3:35])[CH:33]=4)[N:28]=[C:27](Cl)[N:26]=3)=[CH:19][CH:18]=2)=[O:15])[CH2:10][CH2:9]1)[C:2]1[CH:7]=[CH:6][CH:5]=[CH:4][CH:3]=1.[NH:37]1[CH2:41][CH2:40][CH2:39][CH2:38]1, predict the reaction product. The product is: [CH2:1]([N:8]1[CH2:13][CH2:12][CH:11]([C:14]([NH:16][C:17]2[CH:22]=[CH:21][C:20]([CH2:23][NH:24][C:25]3[C:34]4[C:29](=[CH:30][CH:31]=[C:32]([CH3:35])[CH:33]=4)[N:28]=[C:27]([N:37]4[CH2:41][CH2:40][CH2:39][CH2:38]4)[N:26]=3)=[CH:19][CH:18]=2)=[O:15])[CH2:10][CH2:9]1)[C:2]1[CH:7]=[CH:6][CH:5]=[CH:4][CH:3]=1. (5) Given the reactants [Cl:1][C:2]1[C:3]([O:29][C:30]2[C:35]([C:36]3[CH:41]=[CH:40][N:39]=[N:38][CH:37]=3)=[CH:34][C:33]([C:42]3[CH:47]=[CH:46][C:45]([F:48])=[CH:44][CH:43]=3)=[C:32]([Cl:49])[CH:31]=2)=[CH:4][C:5]([F:28])=[C:6]([S:8]([N:11](CC2C=CC(OC)=CC=2OC)[C:12]2[S:13][CH:14]=[N:15][N:16]=2)(=[O:10])=[O:9])[CH:7]=1.FC(F)(F)C(O)=O.CO, predict the reaction product. The product is: [Cl:1][C:2]1[C:3]([O:29][C:30]2[C:35]([C:36]3[CH:41]=[CH:40][N:39]=[N:38][CH:37]=3)=[CH:34][C:33]([C:42]3[CH:43]=[CH:44][C:45]([F:48])=[CH:46][CH:47]=3)=[C:32]([Cl:49])[CH:31]=2)=[CH:4][C:5]([F:28])=[C:6]([S:8]([NH:11][C:12]2[S:13][CH:14]=[N:15][N:16]=2)(=[O:10])=[O:9])[CH:7]=1. (6) The product is: [CH:30]1([CH2:29][CH:28]([N:4]2[C:3](=[O:15])[CH:2]=[C:7]([O:24][CH:18]3[CH:19]([CH3:23])[CH2:20][CH2:21][CH2:22][CH:17]3[CH3:16])[CH:6]=[N:5]2)[C:27]([OH:26])=[O:36])[CH2:34][CH2:33][CH2:32][CH2:31]1. Given the reactants Cl[C:2]1[C:3](=[O:15])[N:4](C2CCCCO2)[N:5]=[CH:6][C:7]=1Cl.[CH3:16][CH:17]1[CH2:22][CH2:21][CH2:20][CH:19]([CH3:23])[CH:18]1[OH:24].C[O:26][C:27](=[O:36])[CH:28](Br)[CH2:29][CH:30]1[CH2:34][CH2:33][CH2:32][CH2:31]1, predict the reaction product. (7) Given the reactants [Br:1][C:2]1[CH:3]=[C:4]([OH:11])[C:5]([OH:10])=[C:6]([CH:9]=1)[CH:7]=[O:8].[C:12](=O)([O-])[O-].[K+].[K+].ICI, predict the reaction product. The product is: [Br:1][C:2]1[CH:9]=[C:6]([CH:7]=[O:8])[C:5]2[O:10][CH2:12][O:11][C:4]=2[CH:3]=1. (8) Given the reactants [ClH:1].[N:2]1[CH:7]=[CH:6][CH:5]=[N:4][C:3]=1[NH:8][C@@H:9]1[CH2:14][CH2:13][C@H:12]([NH:15]C(=O)OC(C)(C)C)[CH2:11][CH2:10]1, predict the reaction product. The product is: [ClH:1].[N:2]1[CH:7]=[CH:6][CH:5]=[N:4][C:3]=1[NH:8][C@H:9]1[CH2:14][CH2:13][C@@H:12]([NH2:15])[CH2:11][CH2:10]1.